From a dataset of Catalyst prediction with 721,799 reactions and 888 catalyst types from USPTO. Predict which catalyst facilitates the given reaction. Reactant: [Br-].[CH3:2][N:3]([CH3:26])[CH2:4][CH2:5][CH2:6][P+](C1C=CC=CC=1)(C1C=CC=CC=1)C1C=CC=CC=1.C([Li])CCC.[F:32][C:33]1[CH:54]=[CH:53][CH:52]=[C:51]([F:55])[C:34]=1[O:35][C:36]1[C:41]([CH:42]=O)=[CH:40][N:39]=[C:38]([NH:44][C:45]2[S:46][CH:47]=[C:48]([CH3:50])[N:49]=2)[CH:37]=1.[NH4+].[Cl-:57]. Product: [ClH:57].[ClH:57].[F:32][C:33]1[CH:54]=[CH:53][CH:52]=[C:51]([F:55])[C:34]=1[O:35][C:36]1[C:41]([CH:42]=[CH:6][CH2:5][CH2:4][N:3]([CH3:26])[CH3:2])=[CH:40][N:39]=[C:38]([NH:44][C:45]2[S:46][CH:47]=[C:48]([CH3:50])[N:49]=2)[CH:37]=1. The catalyst class is: 90.